This data is from Merck oncology drug combination screen with 23,052 pairs across 39 cell lines. The task is: Regression. Given two drug SMILES strings and cell line genomic features, predict the synergy score measuring deviation from expected non-interaction effect. (1) Drug 1: CC(C)CC(NC(=O)C(Cc1ccccc1)NC(=O)c1cnccn1)B(O)O. Drug 2: COC1=C2CC(C)CC(OC)C(O)C(C)C=C(C)C(OC(N)=O)C(OC)C=CC=C(C)C(=O)NC(=CC1=O)C2=O. Cell line: SKOV3. Synergy scores: synergy=-5.76. (2) Drug 1: CN1C(=O)C=CC2(C)C3CCC4(C)C(NC(=O)OCC(F)(F)F)CCC4C3CCC12. Drug 2: COC12C(COC(N)=O)C3=C(C(=O)C(C)=C(N)C3=O)N1CC1NC12. Cell line: ES2. Synergy scores: synergy=5.83. (3) Drug 2: CC(C)CC(NC(=O)C(Cc1ccccc1)NC(=O)c1cnccn1)B(O)O. Synergy scores: synergy=-29.3. Drug 1: O=C(O)C1(Cc2cccc(Nc3nccs3)n2)CCC(Oc2cccc(Cl)c2F)CC1. Cell line: NCIH460. (4) Drug 1: CC1CC2C3CCC4=CC(=O)C=CC4(C)C3(F)C(O)CC2(C)C1(O)C(=O)CO. Drug 2: Cn1c(=O)n(-c2ccc(C(C)(C)C#N)cc2)c2c3cc(-c4cnc5ccccc5c4)ccc3ncc21. Cell line: A375. Synergy scores: synergy=10.1. (5) Drug 1: O=C(O)C1(Cc2cccc(Nc3nccs3)n2)CCC(Oc2cccc(Cl)c2F)CC1. Drug 2: NC1CCCCC1N.O=C(O)C(=O)O.[Pt+2]. Cell line: COLO320DM. Synergy scores: synergy=8.63. (6) Cell line: UWB1289BRCA1. Drug 2: CNC(=O)c1cc(Oc2ccc(NC(=O)Nc3ccc(Cl)c(C(F)(F)F)c3)cc2)ccn1. Synergy scores: synergy=7.23. Drug 1: O=S1(=O)NC2(CN1CC(F)(F)F)C1CCC2Cc2cc(C=CCN3CCC(C(F)(F)F)CC3)ccc2C1. (7) Drug 1: O=c1[nH]cc(F)c(=O)[nH]1. Drug 2: O=C(CCCCCCC(=O)Nc1ccccc1)NO. Cell line: UWB1289. Synergy scores: synergy=-0.549. (8) Drug 2: NC1CCCCC1N.O=C(O)C(=O)O.[Pt+2]. Drug 1: O=S1(=O)NC2(CN1CC(F)(F)F)C1CCC2Cc2cc(C=CCN3CCC(C(F)(F)F)CC3)ccc2C1. Synergy scores: synergy=-11.5. Cell line: NCIH520. (9) Cell line: HCT116. Drug 1: CN1C(=O)C=CC2(C)C3CCC4(C)C(NC(=O)OCC(F)(F)F)CCC4C3CCC12. Synergy scores: synergy=-4.68. Drug 2: COC12C(COC(N)=O)C3=C(C(=O)C(C)=C(N)C3=O)N1CC1NC12. (10) Drug 1: COc1cc(C2c3cc4c(cc3C(OC3OC5COC(C)OC5C(O)C3O)C3COC(=O)C23)OCO4)cc(OC)c1O. Drug 2: CCN(CC)CCNC(=O)c1c(C)[nH]c(C=C2C(=O)Nc3ccc(F)cc32)c1C. Cell line: PA1. Synergy scores: synergy=-13.6.